From a dataset of Forward reaction prediction with 1.9M reactions from USPTO patents (1976-2016). Predict the product of the given reaction. (1) Given the reactants C(N(C(C)C)CC)(C)C.[N:10]1[CH:15]=[CH:14][C:13]([NH2:16])=[CH:12][N:11]=1.CN(C(ON1N=NC2C=CC=NC1=2)=[N+](C)C)C.F[P-](F)(F)(F)(F)F.[Br:41][C:42]1[CH:43]=[CH:44][C:45]([O:51][CH2:52][C:53]2[CH:58]=[CH:57][C:56]([F:59])=[CH:55][CH:54]=2)=[C:46]([CH:50]=1)[C:47](O)=[O:48], predict the reaction product. The product is: [Br:41][C:42]1[CH:43]=[CH:44][C:45]([O:51][CH2:52][C:53]2[CH:58]=[CH:57][C:56]([F:59])=[CH:55][CH:54]=2)=[C:46]([CH:50]=1)[C:47]([NH:16][C:13]1[CH:14]=[CH:15][N:10]=[N:11][CH:12]=1)=[O:48]. (2) Given the reactants Cl.[CH2:2]([O:9][C:10](=[O:16])[C@H:11]1[CH2:15][CH2:14][CH2:13][NH:12]1)[C:3]1[CH:8]=[CH:7][CH:6]=[CH:5][CH:4]=1.C(N(CC)CC)C.Cl[C:25]([O:27][CH2:28][Cl:29])=[O:26], predict the reaction product. The product is: [N:12]1([C:25]([O:27][CH2:28][Cl:29])=[O:26])[CH2:13][CH2:14][CH2:15][C@@H:11]1[C:10]([O:9][CH2:2][C:3]1[CH:4]=[CH:5][CH:6]=[CH:7][CH:8]=1)=[O:16].